This data is from Full USPTO retrosynthesis dataset with 1.9M reactions from patents (1976-2016). The task is: Predict the reactants needed to synthesize the given product. (1) Given the product [Cl:1][C:2]1[C:3]2[S:10][CH:9]=[C:8]([CH:11]=[O:12])[C:4]=2[N:5]=[CH:6][N:7]=1, predict the reactants needed to synthesize it. The reactants are: [Cl:1][C:2]1[C:3]2[S:10][CH:9]=[C:8]([CH2:11][OH:12])[C:4]=2[N:5]=[CH:6][N:7]=1. (2) Given the product [CH2:1]([N:5]([CH2:23][C:24]1[CH:36]=[CH:35][C:27]([O:28][CH2:29][C:30]([OH:32])=[O:31])=[C:26]([CH3:37])[CH:25]=1)[C:6]1[C:11]([CH3:12])=[C:10]([C:13]2[CH:14]=[CH:15][C:16]([C:19]([F:20])([F:21])[F:22])=[CH:17][CH:18]=2)[N:9]=[CH:8][N:7]=1)[CH2:2][CH2:3][CH3:4], predict the reactants needed to synthesize it. The reactants are: [CH2:1]([N:5]([CH2:23][C:24]1[CH:36]=[CH:35][C:27]([O:28][CH2:29][C:30]([O:32]CC)=[O:31])=[C:26]([CH3:37])[CH:25]=1)[C:6]1[C:11]([CH3:12])=[C:10]([C:13]2[CH:18]=[CH:17][C:16]([C:19]([F:22])([F:21])[F:20])=[CH:15][CH:14]=2)[N:9]=[CH:8][N:7]=1)[CH2:2][CH2:3][CH3:4].[OH-].[Na+]. (3) Given the product [F:5][C:6]1[CH:7]=[CH:8][C:9]([C:12]2[CH:13]=[C:14]3[C:19](=[C:20]([OH:22])[CH:21]=2)[N:18]=[CH:17][NH:16][C:15]3=[O:24])=[CH:10][CH:11]=1, predict the reactants needed to synthesize it. The reactants are: B(Br)(Br)Br.[F:5][C:6]1[CH:11]=[CH:10][C:9]([C:12]2[CH:13]=[C:14]3[C:19](=[C:20]([O:22]C)[CH:21]=2)[N:18]=[CH:17][NH:16][C:15]3=[O:24])=[CH:8][CH:7]=1.CO.